From a dataset of Reaction yield outcomes from USPTO patents with 853,638 reactions. Predict the reaction yield, written as a fraction of the theoretical maximum amount of product (1.0 means a 100% yield; for example, 0.34 means a 34% yield). The reactants are [OH:1][CH2:2][C:3]([CH3:22])([CH3:21])[CH2:4][CH2:5][CH2:6][C:7](=[O:20])[CH2:8][CH2:9][CH2:10][CH2:11][C:12]([CH3:19])([CH3:18])[C:13]([O:15][CH2:16][CH3:17])=[O:14].[Cr](O[Cr]([O-])(=O)=O)([O-])(=O)=[O:24].[NH+]1C=CC=CC=1.[NH+]1C=CC=CC=1. The catalyst is CN(C=O)C.S(=O)(=O)(O)O.O. The product is [CH2:16]([O:15][C:13](=[O:14])[C:12]([CH3:19])([CH3:18])[CH2:11][CH2:10][CH2:9][CH2:8][C:7](=[O:20])[CH2:6][CH2:5][CH2:4][C:3]([CH3:21])([CH3:22])[C:2]([OH:24])=[O:1])[CH3:17]. The yield is 0.820.